Dataset: Catalyst prediction with 721,799 reactions and 888 catalyst types from USPTO. Task: Predict which catalyst facilitates the given reaction. (1) Reactant: N1C=CC=CC=1.ClC(Cl)(O[C:11](=[O:17])OC(Cl)(Cl)Cl)Cl.[CH3:19][C@H:20]1[CH2:25][CH2:24][CH2:23][C@@H:22]([CH3:26])[NH:21]1.C[C@H]1CCC[C@@H](C)N1.C(Cl)(=O)N.CCN(C(C)C)C(C)C.[F:48][C:49]1[CH:50]=[CH:51][C:52]([NH:55][NH2:56])=[N:53][CH:54]=1. Product: [F:48][C:49]1[CH:50]=[CH:51][C:52]([N:55]([C:11]([N:21]2[C@H:22]([CH3:26])[CH2:23][CH2:24][CH2:25][C@@H:20]2[CH3:19])=[O:17])[NH2:56])=[N:53][CH:54]=1. The catalyst class is: 2. (2) Reactant: C[O:2][C:3]1[CH:4]=[C:5]([C:9]([C:11]2[C:19]3[C:14](=[N:15][CH:16]=[C:17]([NH:20][C:21]4[CH:26]=[CH:25][CH:24]=[CH:23][CH:22]=4)[CH:18]=3)[NH:13][CH:12]=2)=[O:10])[CH:6]=[CH:7][CH:8]=1.B(Br)(Br)Br. Product: [OH:2][C:3]1[CH:4]=[C:5]([C:9]([C:11]2[C:19]3[C:14](=[N:15][CH:16]=[C:17]([NH:20][C:21]4[CH:22]=[CH:23][CH:24]=[CH:25][CH:26]=4)[CH:18]=3)[NH:13][CH:12]=2)=[O:10])[CH:6]=[CH:7][CH:8]=1. The catalyst class is: 2.